This data is from Catalyst prediction with 721,799 reactions and 888 catalyst types from USPTO. The task is: Predict which catalyst facilitates the given reaction. Reactant: C([N:9]([C:17]1[O:18][C@H:19]([C:32]([F:35])([F:34])[F:33])[CH2:20][C@:21]([C:24]2[C:25]([F:31])=[N:26][CH:27]=[C:28]([Br:30])[CH:29]=2)([CH3:23])[N:22]=1)[C:10](=[O:16])[O:11][C:12]([CH3:15])([CH3:14])[CH3:13])(=O)C1C=CC=CC=1.C(=O)([O-])[O-].[K+].[K+].Cl. Product: [Br:30][C:28]1[CH:29]=[C:24]([C@:21]2([CH3:23])[CH2:20][C@@H:19]([C:32]([F:34])([F:33])[F:35])[O:18][C:17]([NH:9][C:10](=[O:16])[O:11][C:12]([CH3:14])([CH3:13])[CH3:15])=[N:22]2)[C:25]([F:31])=[N:26][CH:27]=1. The catalyst class is: 5.